From a dataset of Catalyst prediction with 721,799 reactions and 888 catalyst types from USPTO. Predict which catalyst facilitates the given reaction. Reactant: [NH:1]1[CH2:5][CH2:4][N:3]=[C:2]1[C:6]1[CH:11]=[CH:10][C:9]([CH2:12][CH2:13][NH2:14])=[CH:8][CH:7]=1.C[Al](C)C.[CH3:19][O:20][C:21]1[CH:26]=[C:25]([CH3:27])[C:24]([S:28]([N:31]([CH2:33][C:34]2[N:38]=[C:37]([C:39](OCC)=[O:40])[O:36][N:35]=2)[CH3:32])(=[O:30])=[O:29])=[C:23]([CH3:44])[CH:22]=1.ClCCCl. Product: [NH:3]1[CH2:4][CH2:5][N:1]=[C:2]1[C:6]1[CH:7]=[CH:8][C:9]([CH2:12][CH2:13][NH:14][C:39]([C:37]2[O:36][N:35]=[C:34]([CH2:33][N:31]([S:28]([C:24]3[C:23]([CH3:44])=[CH:22][C:21]([O:20][CH3:19])=[CH:26][C:25]=3[CH3:27])(=[O:30])=[O:29])[CH3:32])[N:38]=2)=[O:40])=[CH:10][CH:11]=1. The catalyst class is: 2.